This data is from Retrosynthesis with 50K atom-mapped reactions and 10 reaction types from USPTO. The task is: Predict the reactants needed to synthesize the given product. Given the product Cn1nc(N)c2c(-c3ccc(NC(=O)Nc4ccc(F)c(Cl)c4)cc3)cncc21, predict the reactants needed to synthesize it. The reactants are: Cn1nc(N)c2c(-c3ccc(N)cc3)cncc21.O=C=Nc1ccc(F)c(Cl)c1.